This data is from Reaction yield outcomes from USPTO patents with 853,638 reactions. The task is: Predict the reaction yield, written as a fraction of the theoretical maximum amount of product (1.0 means a 100% yield; for example, 0.34 means a 34% yield). (1) The reactants are [C:1]([C:5]1[C:10]([N+:11]([O-:13])=[O:12])=[CH:9][C:8]([NH:14][C:15]#[C:16][Si](C)(C)C)=[CH:7][CH:6]=1)([CH3:4])([CH3:3])[CH3:2]. The catalyst is CN(C=O)C.[Cu]I. The product is [C:1]([C:5]1[CH:6]=[C:7]2[C:8](=[CH:9][C:10]=1[N+:11]([O-:13])=[O:12])[NH:14][CH:15]=[CH:16]2)([CH3:4])([CH3:3])[CH3:2]. The yield is 0.690. (2) The reactants are [F:1][C:2]1[CH:3]=[C:4]([C:9]2[CH:10]=[CH:11][C:12]3[N:13]([C:15]([CH2:18][NH:19][C:20]4[CH:21]=[CH:22][N:23]=[C:24]5[C:29]=4[N:28]=[CH:27][C:26]([C:30]4(O)[CH2:35][CH2:34][N:33](C(OC(C)(C)C)=O)[CH2:32][CH2:31]4)=[CH:25]5)=[N:16][N:17]=3)[N:14]=2)[CH:5]=[C:6]([F:8])[CH:7]=1.CCN(S(F)(F)[F:50])CC.C(O)(C(F)(F)F)=O. The catalyst is C(Cl)Cl. The product is [F:8][C:6]1[CH:5]=[C:4]([C:9]2[CH:10]=[CH:11][C:12]3[N:13]([C:15]([CH2:18][NH:19][C:20]4[C:29]5[C:24](=[CH:25][C:26]([C:30]6([F:50])[CH2:35][CH2:34][NH:33][CH2:32][CH2:31]6)=[CH:27][N:28]=5)[N:23]=[CH:22][CH:21]=4)=[N:16][N:17]=3)[N:14]=2)[CH:3]=[C:2]([F:1])[CH:7]=1. The yield is 0.600. (3) The reactants are [CH:1]1([C:7]2[S:8][CH:9]=[C:10]([C:12]3[CH:21]=[C:20]([OH:22])[C:19]4[C:14](=[C:15]([CH3:25])[C:16]([O:23][CH3:24])=[CH:17][CH:18]=4)[N:13]=3)[N:11]=2)[CH2:6][CH2:5][CH2:4][CH2:3][CH2:2]1.C(OC(C1CC(O)CC1C(=O)NC1(C(OCC)=O)CC1C=C)=O)(C)(C)C.[CH2:52]([O:54][C:55]([C:57]12[CH2:74][CH:73]1[CH:72]=[CH:71][CH2:70][CH2:69][CH2:68][CH2:67][N:66]([CH3:75])[C:65](=[O:76])[CH:64]1[CH:60]([CH2:61][CH:62](OC3C4C(=C(C)C(OC)=CC=4)N=C(C4C=CC=C(C)N=4)C=3)[CH2:63]1)[C:59](=[O:98])[NH:58]2)=[O:56])[CH3:53]. No catalyst specified. The product is [CH2:52]([O:54][C:55]([C:57]12[CH2:74][CH:73]1[CH:72]=[CH:71][CH2:70][CH2:69][CH2:68][CH2:67][N:66]([CH3:75])[C:65](=[O:76])[CH:64]1[CH:60]([CH2:61][CH:62]([O:22][C:20]3[C:19]4[C:14](=[C:15]([CH3:25])[C:16]([O:23][CH3:24])=[CH:17][CH:18]=4)[N:13]=[C:12]([C:10]4[N:11]=[C:7]([CH:1]5[CH2:2][CH2:3][CH2:4][CH2:5][CH2:6]5)[S:8][CH:9]=4)[CH:21]=3)[CH2:63]1)[C:59](=[O:98])[NH:58]2)=[O:56])[CH3:53]. The yield is 0.500. (4) The catalyst is ClCCCl.CC1C=C(C)C(N2C(=[Ru](Cl)(Cl)=CC3C=CC=CC=3OC(C)C)N(C3C(C)=CC(C)=CC=3C)CC2)=C(C)C=1.[Cu]I. The reactants are [CH2:1]([O:4][C:5]1([CH3:46])[CH2:10][CH2:9][N:8]([C:11]2[N:16]3[N:17]=[C:18]([CH2:20][O:21][CH2:22][C:23]4[CH:28]=[CH:27][C:26]([Cl:29])=[CH:25][C:24]=4[O:30][C@H:31]([CH2:33]C=C)[CH3:32])[CH:19]=[C:15]3[N:14]=[C:13]([CH3:36])[C:12]=2[C@H:37]([O:41][C:42]([CH3:45])([CH3:44])[CH3:43])[C:38]([OH:40])=[O:39])[CH2:7][CH2:6]1)[CH:2]=[CH2:3]. The yield is 0.0732. The product is [C:42]([O:41][C@@H:37]([C:12]1[C:13]([CH3:36])=[N:14][C:15]2=[CH:19][C:18]3=[N:17][N:16]2[C:11]=1[N:8]1[CH2:7][CH2:6][C:5]([CH3:46])([O:4][CH2:1][CH:2]=[CH:3][CH2:32][C@H:31]([CH3:33])[O:30][C:24]2[C:23]([CH2:22][O:21][CH2:20]3)=[CH:28][CH:27]=[C:26]([Cl:29])[CH:25]=2)[CH2:10][CH2:9]1)[C:38]([OH:40])=[O:39])([CH3:45])([CH3:44])[CH3:43]. (5) The reactants are Br[C:2]1[CH:11]=[CH:10][CH:9]=[CH:8][C:3]=1[C:4]([O:6]C)=O.CC1(C)C(C)(C)OB(C2[CH2:21][CH2:22][NH:23][CH2:24][CH:25]=2)O1.[C:27]([O-:30])(O)=[O:28].[Na+]. The catalyst is O1CCOCC1.CCOC(C)=O.C1C=CC([P]([Pd]([P](C2C=CC=CC=2)(C2C=CC=CC=2)C2C=CC=CC=2)([P](C2C=CC=CC=2)(C2C=CC=CC=2)C2C=CC=CC=2)[P](C2C=CC=CC=2)(C2C=CC=CC=2)C2C=CC=CC=2)(C2C=CC=CC=2)C2C=CC=CC=2)=CC=1. The product is [C:3]([O:30][C:27]([N:23]1[CH2:22][CH2:21][C:4]([OH:6])([C:3]2[CH:2]=[CH:11][CH:10]=[CH:9][CH:8]=2)[CH2:25][CH2:24]1)=[O:28])([CH3:8])([CH3:4])[CH3:2]. The yield is 0.980. (6) The reactants are Cl[C:2]1[CH:3]=[C:4]([C:9]2[CH:13]=[C:12]([CH2:14][C:15]3[CH:20]=[CH:19][C:18]([CH2:21][O:22][C:23]4[CH:28]=[CH:27][CH:26]=[CH:25][N:24]=4)=[CH:17][CH:16]=3)[O:11][N:10]=2)[C:5]([NH2:8])=[N:6][CH:7]=1.C(O)=O.C(N(CC)C(C)C)(C)C.O. The catalyst is CN1CCCC1=O.C1C=CC([P]([Pd]([P](C2C=CC=CC=2)(C2C=CC=CC=2)C2C=CC=CC=2)([P](C2C=CC=CC=2)(C2C=CC=CC=2)C2C=CC=CC=2)[P](C2C=CC=CC=2)(C2C=CC=CC=2)C2C=CC=CC=2)(C2C=CC=CC=2)C2C=CC=CC=2)=CC=1.C(OCC)(=O)C. The product is [N:24]1[CH:25]=[CH:26][CH:27]=[CH:28][C:23]=1[O:22][CH2:21][C:18]1[CH:19]=[CH:20][C:15]([CH2:14][C:12]2[O:11][N:10]=[C:9]([C:4]3[C:5]([NH2:8])=[N:6][CH:7]=[CH:2][CH:3]=3)[CH:13]=2)=[CH:16][CH:17]=1. The yield is 0.0200.